Dataset: Full USPTO retrosynthesis dataset with 1.9M reactions from patents (1976-2016). Task: Predict the reactants needed to synthesize the given product. (1) Given the product [Cl:38][C:34]1[CH:33]=[C:32]([CH:37]=[CH:36][CH:35]=1)[CH2:31][O:29][CH2:28][CH2:27][C:22]1[C:23]([CH3:26])=[N:24][O:25][C:21]=1[C:18]1[CH:19]=[CH:20][C:15]([C:12]2[CH:13]=[CH:14][C:9]([C:6]3([C:4]([OH:3])=[O:5])[CH2:7][CH2:8]3)=[CH:10][CH:11]=2)=[CH:16][CH:17]=1, predict the reactants needed to synthesize it. The reactants are: C([O:3][C:4]([C:6]1([C:9]2[CH:14]=[CH:13][C:12]([C:15]3[CH:20]=[CH:19][C:18]([C:21]4[O:25][N:24]=[C:23]([CH3:26])[C:22]=4[CH2:27][CH2:28][OH:29])=[CH:17][CH:16]=3)=[CH:11][CH:10]=2)[CH2:8][CH2:7]1)=[O:5])C.Br[CH2:31][C:32]1[CH:37]=[CH:36][CH:35]=[C:34]([Cl:38])[CH:33]=1. (2) Given the product [C:11]([C:8]1[CH:7]=[CH:6][C:3]([C:4]#[N:5])=[C:2]([Cl:1])[N:9]=1)([CH3:13])([CH3:12])[CH3:10], predict the reactants needed to synthesize it. The reactants are: [Cl:1][C:2]1[N:9]=[CH:8][CH:7]=[CH:6][C:3]=1[C:4]#[N:5].[C:10](O)(=O)[C:11](C)([CH3:13])[CH3:12].S(OOS([O-])(=O)=O)([O-])(=O)=O.[NH4+].[NH4+].[NH4+].[OH-]. (3) Given the product [CH2:1]([N:8]1[C:17]2[C:12](=[CH:13][CH:14]=[C:15]([F:18])[CH:16]=2)[N:11]([C:19](=[O:28])[C:20]2[CH:21]=[CH:22][C:23]([OH:26])=[CH:24][CH:25]=2)[C@H:10]([CH2:29][CH3:30])[C:9]1=[O:31])[C:2]1[CH:7]=[CH:6][CH:5]=[CH:4][CH:3]=1, predict the reactants needed to synthesize it. The reactants are: [CH2:1]([N:8]1[C:17]2[C:12](=[CH:13][CH:14]=[C:15]([F:18])[CH:16]=2)[N:11]([C:19](=[O:28])[C:20]2[CH:25]=[CH:24][C:23]([O:26]C)=[CH:22][CH:21]=2)[C@H:10]([CH2:29][CH3:30])[C:9]1=[O:31])[C:2]1[CH:7]=[CH:6][CH:5]=[CH:4][CH:3]=1.B(Cl)(Cl)Cl. (4) Given the product [Cl:27][C:24]1[CH:25]=[CH:26][C:21]([N:20]2[CH:11]([OH:10])[C:12]3[C:17](=[N:16][CH:15]=[CH:14][N:13]=3)[C:18]2=[O:19])=[N:22][CH:23]=1, predict the reactants needed to synthesize it. The reactants are: CN1CCN(C([O:10][CH:11]2[N:20]([C:21]3[CH:26]=[CH:25][C:24]([Cl:27])=[CH:23][N:22]=3)[C:18](=[O:19])[C:17]3[C:12]2=[N:13][CH:14]=[CH:15][N:16]=3)=O)CC1. (5) The reactants are: [F:1][C:2]([F:13])([F:12])[C:3]1[C:7]2[CH:8]=[N:9][CH:10]=[CH:11][C:6]=2[NH:5][N:4]=1.Br[CH2:15][C:16]([NH:18][C:19]1[S:23][C:22]2[CH2:24][CH2:25][CH2:26][CH2:27][C:21]=2[C:20]=1[C:28]([NH2:30])=[O:29])=[O:17].C(=O)([O-])[O-].[K+].[K+]. Given the product [F:13][C:2]([F:1])([F:12])[C:3]1[C:7]2[CH:8]=[N:9][CH:10]=[CH:11][C:6]=2[N:5]([CH2:15][C:16]([NH:18][C:19]2[S:23][C:22]3[CH2:24][CH2:25][CH2:26][CH2:27][C:21]=3[C:20]=2[C:28]([NH2:30])=[O:29])=[O:17])[N:4]=1, predict the reactants needed to synthesize it. (6) Given the product [Cl:18][C:13]1[CH:14]=[C:15]2[C:10](=[CH:11][CH:12]=1)[NH:9][C:8]([C:6]([OH:7])=[O:5])=[C:16]2[CH3:17], predict the reactants needed to synthesize it. The reactants are: [OH-].[Na+].C([O:5][C:6]([C:8]1[NH:9][C:10]2[C:15]([C:16]=1[CH3:17])=[CH:14][C:13]([Cl:18])=[CH:12][CH:11]=2)=[O:7])C.O1CCCC1. (7) Given the product [F:1][C:2]1[CH:7]=[CH:6][C:5]([C:8]2([CH2:14][O:15][CH2:16][C:17]3[CH:18]=[C:19]([C:26]([F:27])([F:28])[F:29])[CH:20]=[C:21]4[C:25]=3[NH:24][N:23]=[CH:22]4)[CH2:13][CH2:12][N:11]([CH3:30])[CH2:10][CH2:9]2)=[CH:4][CH:3]=1, predict the reactants needed to synthesize it. The reactants are: [F:1][C:2]1[CH:7]=[CH:6][C:5]([C:8]2([CH2:14][O:15][CH2:16][C:17]3[CH:18]=[C:19]([C:26]([F:29])([F:28])[F:27])[CH:20]=[C:21]4[C:25]=3[NH:24][N:23]=[CH:22]4)[CH2:13][CH2:12][NH:11][CH2:10][CH2:9]2)=[CH:4][CH:3]=1.[C:30]([BH3-])#N.[Na+].C=O.C(O)(=O)C. (8) Given the product [Cl:3][C:4]1[C:9]([O:10][CH2:11][O:12][CH3:13])=[CH:8][CH:7]=[CH:6][N:5]=1, predict the reactants needed to synthesize it. The reactants are: [H-].[Na+].[Cl:3][C:4]1[C:9]([OH:10])=[CH:8][CH:7]=[CH:6][N:5]=1.[CH3:11][O:12][CH2:13]Cl.O. (9) Given the product [Cl:1][C:2]1[C:7]([C:8]([F:11])([F:9])[F:10])=[CH:6][CH:5]=[CH:4][C:3]=1[C:12]([N:14]1[CH2:19][CH2:18][N:17]([CH2:20][CH:21]2[CH2:25][CH2:24]2)[C:16](=[O:22])[CH2:15]1)=[O:13], predict the reactants needed to synthesize it. The reactants are: [Cl:1][C:2]1[C:7]([C:8]([F:11])([F:10])[F:9])=[CH:6][CH:5]=[CH:4][C:3]=1[C:12]([N:14]1[CH2:19][CH2:18][N:17]([CH2:20][CH3:21])[C:16](=[O:22])[CH2:15]1)=[O:13].Br[CH2:24][CH:25]1CC1.